Dataset: Catalyst prediction with 721,799 reactions and 888 catalyst types from USPTO. Task: Predict which catalyst facilitates the given reaction. (1) Reactant: [Br:1][C:2]1[CH:3]=[C:4]2[C:9](=[CH:10][CH:11]=1)[C:8](O)=[CH:7][CH:6]=[CH:5]2.[CH2:13](Cl)[C:14]1[CH:19]=[CH:18][CH:17]=[CH:16][CH:15]=1.C(=O)([O-])[O-:22].[K+].[K+].[I-].[Na+]. Product: [CH2:13]([O:22][C:7]1[CH:6]=[CH:5][C:4]2[C:9](=[CH:10][CH:11]=[C:2]([Br:1])[CH:3]=2)[CH:8]=1)[C:14]1[CH:19]=[CH:18][CH:17]=[CH:16][CH:15]=1. The catalyst class is: 9. (2) Reactant: [CH3:1][C:2]1([CH3:25])[CH2:5][N:4]([C:6]([C:19]2[CH:24]=[CH:23][CH:22]=[CH:21][CH:20]=2)([CH3:18])[C:7]([O:9][C@@H:10]2[CH:15]3[CH2:16][CH2:17][N:12]([CH2:13][CH2:14]3)[CH2:11]2)=[O:8])[CH2:3]1.[O:26]([CH2:33][CH2:34][CH2:35][Br:36])[C:27]1[CH:32]=[CH:31][CH:30]=[CH:29][CH:28]=1.CCOCC. Product: [Br-:36].[CH3:1][C:2]1([CH3:25])[CH2:3][N:4]([C:6]([C:19]2[CH:24]=[CH:23][CH:22]=[CH:21][CH:20]=2)([CH3:18])[C:7]([O:9][C@@H:10]2[CH:15]3[CH2:16][CH2:17][N+:12]([CH2:35][CH2:34][CH2:33][O:26][C:27]4[CH:32]=[CH:31][CH:30]=[CH:29][CH:28]=4)([CH2:13][CH2:14]3)[CH2:11]2)=[O:8])[CH2:5]1. The catalyst class is: 10. (3) Reactant: [O:1]=[C:2]([NH:12][C:13]1[CH:26]=[CH:25][C:16]2[O:17][C:18]3[CH2:24][CH2:23][CH2:22][CH2:21][CH2:20][C:19]=3[C:15]=2[CH:14]=1)[CH2:3][NH:4]C(=O)OC(C)(C)C.FC(F)(F)C(O)=O. Product: [CH:14]1[C:15]2[C:19]3[CH2:20][CH2:21][CH2:22][CH2:23][CH2:24][C:18]=3[O:17][C:16]=2[CH:25]=[CH:26][C:13]=1[NH:12][C:2](=[O:1])[CH2:3][NH2:4]. The catalyst class is: 4.